This data is from Experimentally validated miRNA-target interactions with 360,000+ pairs, plus equal number of negative samples. The task is: Binary Classification. Given a miRNA mature sequence and a target amino acid sequence, predict their likelihood of interaction. (1) The miRNA is hsa-miR-23b-3p with sequence AUCACAUUGCCAGGGAUUACCAC. The protein sequence of the target gene is MNIDVEFHIRHNYPWSKLPTNVKQSLGNSQREYEKQVVLYSIRNQLRYRNNLVKHVKKDERKYYEELLKYSRDHLMLYPYHLSDIMVKGLRITPFSYYAGIMEDIMNSEKSYDSLPNFTAADCLRLLGIGRNQYIDLMNQCRSSKKFFRRKTARDLLPMKPVEIAIEAWWVVQAGYITEDDIKICTFPEKGAIDKIIDSGPQLSGSLDYNVVHSLYNKGFIYLDVPISDDSCIAVPPLEGFVMNRVQGDYFETLLYKIFVSIDEHTNVAELANVLEIDLSLVKNAVSMYCRLGFAHKKGQ.... Result: 0 (no interaction). (2) The miRNA is mmu-miR-154-5p with sequence UAGGUUAUCCGUGUUGCCUUCG. The protein sequence of the target gene is MNIVVEFFVVTFKVLWAFVLAAARWLVRPKEKSVAGQVCLITGAGSGLGRLFALEFARRRALLVLWDINTQSNEETAGMVRHIYRDLEAADAAALQAGKGEEEILPPCNLQVFTYTCDVGKRENVYLTAERVRKEVGEVSVLVNNAGVVSGHHLLECPDELIERTMMVNCHAHFWTTKAFLPTMLEINHGHIVTVASSLGLFSTAGVEDYCASKFGVVGFHESLSHELKAAEKDGIKTTLVCPYLVDTGMFRGCRIRKEIEPFLPPLKPDYCVKQAMRAILTDQPMVCTPRLMYIVTFMK.... Result: 0 (no interaction). (3) Result: 1 (interaction). The protein sequence of the target gene is MWAPREQLLGWTAEALPAKDSAWPWEEKPRYLGPVTFEDVAVLFTEAEWKRLSLEQRNLYKEVMLENLRNLVSLAESKPEVHTCPSCPLAFGSQQFLSQDELHNHPIPGFHAGNQLHPGNPCPEDQPQSQHPSDKNHRGAEAEDQRVEGGVRPLFWSTNERGALVGFSSLFQRPPISSWGGNRILEIQLSPAQNASSEEVDRISKRAETPGFGAVTFGECALAFNQKSNLFRQKAVTAEKSSDKRQSQVCRECGRGFSRKSQLIIHQRTHTGEKPYVCGECGRGFIVESVLRNHLSTHSG.... The miRNA is hsa-miR-4649-3p with sequence UCUGAGGCCUGCCUCUCCCCA. (4) The miRNA is hsa-miR-299-3p with sequence UAUGUGGGAUGGUAAACCGCUU. The protein sequence of the target gene is MPVKRSLKLDGLLEENSFDPSKITRKKSVITYSPTTGTCQMSLFASPTSSEEQKHRNGLSNEKRKKLNHPSLTESKESTTKDNDEFMMLLSKVEKLSEEIMEIMQNLSSIQALEGSRELENLIGISCASHFLKREMQKTKELMTKVNKQKLFEKSTGLPHKASRHLDSYEFLKAILN. Result: 1 (interaction). (5) The miRNA is hsa-miR-520d-5p with sequence CUACAAAGGGAAGCCCUUUC. The protein sequence of the target gene is MSEADGLRQRRPLRPQVVTDDGQVPEVKEGSSFSGRVFRMTFLMLAVSLAIPLLGAMMLLESPIDPQSFSFKEPPFMFGVLHPNTKLRQAERLFENQLSGPESIVNIGDVLFTGTADGRVVKLENGEIETIARFGSGPCKTRDDEPTCGRPLGIRAGPNGTLFVVDAYKGLFEVNPQKRSVKLLLSSETPIEGKKMSFVNDLTVTRDGRKIYFTDSSSKWQRRDYLLLVMEATDDGRLLEYDTVTKEVKVLLDQLQFPNGVQLSPEEDFVLVAETTMARIRRVYVSGLMKGGADMFVENM.... Result: 0 (no interaction). (6) The protein sequence of the target gene is MAAAPRAGRRRGQPLLALLLLLLAPLPPGAPPGADAYFPEERWSPESPLQAPRVLIALLARNAAHALPTTLGALERLRHPRERTALWVATDHNMDNTSTVLREWLVAVKSLYHSVEWRPAEEPRSYPDEEGPKHWSDSRYEHVMKLRQAALKSARDMWADYILFVDADNLILNPDTLSLLIAENKTVVAPMLDSRAAYSNFWCGMTSQGYYKRTPAYIPIRKRDRRGCFAVPMVHSTFLIDLRKAASRNLAFYPPHPDYTWSFDDIIVFAFSCKQAEVQMYVCNKEEYGFLPVPLRAHST.... The miRNA is hsa-miR-1288-5p with sequence GCAGAUCAGGACUGUAACUCACC. Result: 1 (interaction).